From a dataset of Full USPTO retrosynthesis dataset with 1.9M reactions from patents (1976-2016). Predict the reactants needed to synthesize the given product. (1) Given the product [F:2][C:3]1[CH:4]=[C:5]2[C:10](=[C:11]([N:13]3[CH2:14][CH2:15][N:16]([CH3:19])[CH2:17][CH2:18]3)[CH:12]=1)[O:9][CH:8]([C:20]([NH:55][C:56]1[CH:57]=[CH:58][C:59]([N:62]3[CH2:67][CH2:66][CH2:65][NH:64][C:63]3=[O:68])=[CH:60][CH:61]=1)=[O:22])[CH2:7][CH2:6]2, predict the reactants needed to synthesize it. The reactants are: Cl.[F:2][C:3]1[CH:4]=[C:5]2[C:10](=[C:11]([N:13]3[CH2:18][CH2:17][N:16]([CH3:19])[CH2:15][CH2:14]3)[CH:12]=1)[O:9][CH:8]([C:20]([OH:22])=O)[CH2:7][CH2:6]2.C(N(CC)C(C)C)(C)C.CN(C(ON1N=NC2C=CC=CC1=2)=[N+](C)C)C.[B-](F)(F)(F)F.Cl.[NH2:55][C:56]1[CH:61]=[CH:60][C:59]([N:62]2[CH2:67][CH2:66][CH2:65][NH:64][C:63]2=[O:68])=[CH:58][CH:57]=1. (2) The reactants are: [CH3:1][N:2]1[CH:8]2[CH2:9][CH2:10][CH:3]1[CH2:4][NH:5][CH2:6][CH2:7]2.[S:11](N)([NH2:14])(=[O:13])=[O:12]. Given the product [CH3:1][N:2]1[CH:8]2[CH2:9][CH2:10][CH:3]1[CH2:4][N:5]([S:11]([NH2:14])(=[O:13])=[O:12])[CH2:6][CH2:7]2, predict the reactants needed to synthesize it. (3) Given the product [Cl:29][C:30]1[CH:31]=[CH:32][C:33]([N:36]2[CH:40]=[C:39]([C:41]([NH:1][C@H:2]([C:23]3[CH:24]=[CH:25][CH:26]=[CH:27][CH:28]=3)[CH2:3][CH2:4][N:5]3[CH2:10][CH2:9][CH:8]([C:11]4[CH:16]=[CH:15][CH:14]=[C:13]([NH:17][C:18](=[O:22])[CH:19]([CH3:21])[CH3:20])[CH:12]=4)[CH2:7][CH2:6]3)=[O:42])[C:38]([CH2:44][CH2:45][CH3:46])=[N:37]2)=[CH:34][CH:35]=1, predict the reactants needed to synthesize it. The reactants are: [NH2:1][C@H:2]([C:23]1[CH:28]=[CH:27][CH:26]=[CH:25][CH:24]=1)[CH2:3][CH2:4][N:5]1[CH2:10][CH2:9][CH:8]([C:11]2[CH:12]=[C:13]([NH:17][C:18](=[O:22])[CH:19]([CH3:21])[CH3:20])[CH:14]=[CH:15][CH:16]=2)[CH2:7][CH2:6]1.[Cl:29][C:30]1[CH:35]=[CH:34][C:33]([N:36]2[CH:40]=[C:39]([C:41](Cl)=[O:42])[C:38]([CH2:44][CH2:45][CH3:46])=[N:37]2)=[CH:32][CH:31]=1. (4) Given the product [NH2:21][C@@H:17]1[CH2:16][C:15]2[C:20](=[C:11]([S:8]([NH:1][C:2]3[CH:3]=[CH:4][CH:5]=[CH:6][CH:7]=3)(=[O:9])=[O:10])[CH:12]=[C:13]([Cl:28])[CH:14]=2)[O:19][CH2:18]1, predict the reactants needed to synthesize it. The reactants are: [NH:1]([S:8]([C:11]1[CH:12]=[C:13]([Cl:28])[CH:14]=[C:15]2[C:20]=1[O:19][CH2:18][C@H:17]([NH:21]C(=O)C(F)(F)F)[CH2:16]2)(=[O:10])=[O:9])[C:2]1[CH:7]=[CH:6][CH:5]=[CH:4][CH:3]=1.[OH-].[Na+].Cl.C(=O)([O-])O.[Na+]. (5) Given the product [CH3:1][C:2]([NH:4][CH2:5][CH2:6][C:7]1[C:12]2[CH:13]=[C:14]([O:17][CH3:18])[CH:15]=[CH:16][C:11]=2[CH:10]=[CH:9][CH:8]=1)=[O:3].[C:19]1([S:25]([OH:28])(=[O:27])=[O:26])[CH:24]=[CH:23][CH:22]=[CH:21][CH:20]=1, predict the reactants needed to synthesize it. The reactants are: [CH3:1][C:2]([NH:4][CH2:5][CH2:6][C:7]1[C:12]2[CH:13]=[C:14]([O:17][CH3:18])[CH:15]=[CH:16][C:11]=2[CH:10]=[CH:9][CH:8]=1)=[O:3].[C:19]1([S:25]([OH:28])(=[O:27])=[O:26])[CH:24]=[CH:23][CH:22]=[CH:21][CH:20]=1.C1(C)C=CC=CC=1. (6) Given the product [C:13]12([C:23]3[CH:24]=[C:25]([C:31]4[CH:32]=[C:33]5[C:38](=[CH:39][CH:40]=4)[CH:37]=[C:36]([CH:5]4[S:1][C:2](=[O:7])[N:3]([CH3:9])[C:4]4=[O:6])[CH:35]=[CH:34]5)[CH:26]=[CH:27][C:28]=3[O:29][CH3:30])[CH2:22][CH:17]3[CH2:18][CH:19]([CH2:21][CH:15]([CH2:16]3)[CH2:14]1)[CH2:20]2, predict the reactants needed to synthesize it. The reactants are: [S:1]1[CH2:5][C:4](=[O:6])[NH:3][C:2]1=[O:7].[Li][CH2:9]CCC.[C:13]12([C:23]3[CH:24]=[C:25]([C:31]4[CH:32]=[C:33]5[C:38](=[CH:39][CH:40]=4)[CH:37]=[C:36](CI)[CH:35]=[CH:34]5)[CH:26]=[CH:27][C:28]=3[O:29][CH3:30])[CH2:22][CH:17]3[CH2:18][CH:19]([CH2:21][CH:15]([CH2:16]3)[CH2:14]1)[CH2:20]2.